This data is from Full USPTO retrosynthesis dataset with 1.9M reactions from patents (1976-2016). The task is: Predict the reactants needed to synthesize the given product. (1) Given the product [NH2:1][C:2]1[C:3]([C:14]([NH:17][C@H:18]2[CH2:23][CH2:22][CH2:21][CH2:20][C@@H:19]2[OH:24])=[O:16])=[CH:4][C:5]([Br:13])=[C:6]2[C:11]=1[N:10]([CH3:12])[CH2:9][CH2:8][CH2:7]2, predict the reactants needed to synthesize it. The reactants are: [NH2:1][C:2]1[C:3]([C:14]([OH:16])=O)=[CH:4][C:5]([Br:13])=[C:6]2[C:11]=1[N:10]([CH3:12])[CH2:9][CH2:8][CH2:7]2.[NH2:17][C@H:18]1[CH2:23][CH2:22][CH2:21][CH2:20][C@@H:19]1[OH:24].F[P-](F)(F)(F)(F)F.N1(O[P+](N(C)C)(N(C)C)N(C)C)C2C=CC=CC=2N=N1.CCN(CC)CC. (2) The reactants are: C(C1[N:4]=[CH:5][NH:6]C=1C(OCC)=O)#N.[OH-:13].[Li+].[ClH:15].CN(C(ON1N=[N:31][C:26]2[CH:27]=[CH:28][CH:29]=[N:30][C:25]1=2)=[N+](C)C)C.[F:33][P-](F)(F)(F)(F)F.CCN([CH:46]([CH3:48])[CH3:47])C(C)C.[Cl:49][C:50]1[CH:51]=[CH:52][CH:53]=[C:54]([CH:57]=1)[C:55]#[N:56].[CH2:58]1[CH2:62]OCC1.[CH3:63][OH:64].O. Given the product [Cl:15][C:47]1[CH:46]=[CH:48][C:58]([CH2:25][NH:30][C:29]([C:28]2[NH:4][CH:5]=[N:6][C:27]=2[C:26]#[N:31])=[O:13])=[C:62]([F:33])[C:63]=1[O:64][C:52]1[CH:53]=[C:54]([C:55]#[N:56])[CH:57]=[C:50]([Cl:49])[CH:51]=1, predict the reactants needed to synthesize it. (3) Given the product [CH:1]1([CH2:4][N:5]([CH2:15][CH2:16][CH3:17])[C:6]2[N:11]=[CH:10][N:9]=[C:8]([C:12]([NH:40][C:39]3[CH:41]=[CH:42][CH:43]=[C:37]([C:34]4[CH:35]=[CH:36][NH:32][N:33]=4)[CH:38]=3)=[O:14])[CH:7]=2)[CH2:2][CH2:3]1, predict the reactants needed to synthesize it. The reactants are: [CH:1]1([CH2:4][N:5]([CH2:15][CH2:16][CH3:17])[C:6]2[N:11]=[CH:10][N:9]=[C:8]([C:12]([OH:14])=O)[CH:7]=2)[CH2:3][CH2:2]1.C(N(C(C)C)CC)(C)C.ClC(OC)=O.[NH:32]1[CH:36]=[CH:35][C:34]([C:37]2[CH:38]=[C:39]([CH:41]=[CH:42][CH:43]=2)[NH2:40])=[N:33]1. (4) Given the product [I:1][C:2]1[N:6]([CH2:7][O:8][CH2:9][CH2:10][Si:11]([CH3:14])([CH3:13])[CH3:12])[C:5]([C:15]2([O:19][CH3:23])[CH2:18][O:17][CH2:16]2)=[N:4][C:3]=1[CH3:20], predict the reactants needed to synthesize it. The reactants are: [I:1][C:2]1[N:6]([CH2:7][O:8][CH2:9][CH2:10][Si:11]([CH3:14])([CH3:13])[CH3:12])[C:5]([C:15]2([OH:19])[CH2:18][O:17][CH2:16]2)=[N:4][C:3]=1[CH3:20].[H-].[Na+].[CH3:23]I. (5) The reactants are: [C:1]12([NH2:11])[CH2:10][CH:5]3[CH2:6][CH:7]([CH2:9][CH:3]([CH2:4]3)[CH2:2]1)[CH2:8]2.[F:12][C:13]1[CH:20]=[CH:19][C:16]([CH:17]=O)=[CH:15][CH:14]=1. Given the product [C:1]12([NH:11][CH2:17][C:16]3[CH:19]=[CH:20][C:13]([F:12])=[CH:14][CH:15]=3)[CH2:8][CH:7]3[CH2:6][CH:5]([CH2:4][CH:3]([CH2:9]3)[CH2:2]1)[CH2:10]2, predict the reactants needed to synthesize it. (6) The reactants are: [CH:1]1([CH2:7][N:8](C)[C:9](=O)OC(C)(C)C)[CH2:6][CH2:5][CH2:4][CH2:3][CH2:2]1.[ClH:17].C(OCC)(=O)C. Given the product [ClH:17].[CH:1]1([CH2:7][NH:8][CH3:9])[CH2:6][CH2:5][CH2:4][CH2:3][CH2:2]1, predict the reactants needed to synthesize it.